From a dataset of Catalyst prediction with 721,799 reactions and 888 catalyst types from USPTO. Predict which catalyst facilitates the given reaction. (1) Reactant: [CH3:1][C:2]1[C:10]2[CH2:9][O:8][C:7](=[O:11])[C:6]=2[CH:5]=[CH:4][C:3]=1/[CH:12]=[CH:13]/[CH:14]1[CH2:19][CH2:18][N:17]([C:20]([O:22][C:23]([CH3:26])([CH3:25])[CH3:24])=[O:21])[CH2:16][CH2:15]1.[OH-:27].[Na+].OO. Product: [OH:27][CH:13]([CH:14]1[CH2:19][CH2:18][N:17]([C:20]([O:22][C:23]([CH3:26])([CH3:25])[CH3:24])=[O:21])[CH2:16][CH2:15]1)[CH2:12][C:3]1[CH:4]=[CH:5][C:6]2[C:7](=[O:11])[O:8][CH2:9][C:10]=2[C:2]=1[CH3:1]. The catalyst class is: 1. (2) Reactant: [CH2:1]([O:8][CH:9]1[NH:14][CH:13]=[C:12]([C:15]2[CH:38]=[CH:37][C:18]3[N:19]([C:22]4[CH:23]=[C:24]([NH2:36])[CH:25]=[C:26]([C:28]5[CH:33]=[CH:32][C:31]([F:34])=[CH:30][C:29]=5[F:35])[CH:27]=4)[CH:20]=[N:21][C:17]=3[CH:16]=2)[CH:11]=[CH:10]1)[C:2]1[CH:7]=[CH:6][CH:5]=[CH:4][CH:3]=1.[CH2:39]([N:45]=[C:46]=[O:47])[C:40]1[O:44][CH:43]=[CH:42][CH:41]=1. Product: [CH2:1]([O:8][C:9]1[N:14]=[CH:13][C:12]([C:15]2[CH:38]=[CH:37][C:18]3[N:19]([C:22]4[CH:23]=[C:24]([NH:36][C:46]([NH:45][CH2:39][C:40]5[O:44][CH:43]=[CH:42][CH:41]=5)=[O:47])[CH:25]=[C:26]([C:28]5[CH:33]=[CH:32][C:31]([F:34])=[CH:30][C:29]=5[F:35])[CH:27]=4)[CH:20]=[N:21][C:17]=3[CH:16]=2)=[CH:11][CH:10]=1)[C:2]1[CH:7]=[CH:6][CH:5]=[CH:4][CH:3]=1. The catalyst class is: 2. (3) Reactant: [O:1]1[C:5]2[CH:6]=[CH:7][CH:8]=[CH:9][C:4]=2[CH:3]=[C:2]1[C:10]([OH:12])=O.CCN=C=NCCCN(C)C.Cl.C1C=CC2[N:33]([OH:34])N=NC=2C=1.O.Cl.[NH2:37][CH2:38][CH2:39][O:40][C:41]1[CH:50]=[CH:49][C:44]([C:45](OC)=[O:46])=[CH:43][CH:42]=1.C(N(CC)CC)C. Product: [OH:34][NH:33][C:45](=[O:46])[C:44]1[CH:49]=[CH:50][C:41]([O:40][CH2:39][CH2:38][NH:37][C:10]([C:2]2[O:1][C:5]3[CH:6]=[CH:7][CH:8]=[CH:9][C:4]=3[CH:3]=2)=[O:12])=[CH:42][CH:43]=1. The catalyst class is: 39. (4) Reactant: Cl[C:2]1[C:3]2[N:4]([CH:10]=[C:11]([N+:13]([O-:15])=[O:14])[CH:12]=2)[N:5]=[CH:6][C:7]=1[C:8]#[N:9].[CH:16]1([NH2:21])[CH2:20][CH2:19][CH2:18][CH2:17]1.CCN(C(C)C)C(C)C. Product: [CH:16]1([NH:21][C:2]2[C:3]3[N:4]([CH:10]=[C:11]([N+:13]([O-:15])=[O:14])[CH:12]=3)[N:5]=[CH:6][C:7]=2[C:8]#[N:9])[CH2:20][CH2:19][CH2:18][CH2:17]1. The catalyst class is: 3.